From a dataset of Forward reaction prediction with 1.9M reactions from USPTO patents (1976-2016). Predict the product of the given reaction. (1) The product is: [CH3:20][O:19][C:15]1[CH:14]=[CH:13][C:12]2[N:11]3[CH2:21][CH2:22][N:8]([CH3:6])[CH2:9][C:10]3=[CH:18][C:17]=2[CH:16]=1. Given the reactants C(O[C:6]([N:8]1[CH2:22][CH2:21][N:11]2[C:12]3[CH:13]=[CH:14][C:15]([O:19][CH3:20])=[CH:16][C:17]=3[CH:18]=[C:10]2[CH2:9]1)=O)(C)(C)C.[H-].[H-].[H-].[H-].[Li+].[Al+3], predict the reaction product. (2) Given the reactants [Cl:1][C:2]1[N:6](COCC[Si](C)(C)C)[CH:5]=[N:4][C:3]=1[C:15]([NH:17][CH2:18][C:19]1[CH:24]=[CH:23][C:22]([CH2:25][CH3:26])=[C:21]([O:27][C:28]2[CH:33]=[C:32]([C:34]#[N:35])[CH:31]=[C:30]([Cl:36])[CH:29]=2)[C:20]=1[F:37])=[O:16].C(O)(C(F)(F)F)=O, predict the reaction product. The product is: [Cl:1][C:2]1[N:6]=[CH:5][NH:4][C:3]=1[C:15]([NH:17][CH2:18][C:19]1[CH:24]=[CH:23][C:22]([CH2:25][CH3:26])=[C:21]([O:27][C:28]2[CH:33]=[C:32]([C:34]#[N:35])[CH:31]=[C:30]([Cl:36])[CH:29]=2)[C:20]=1[F:37])=[O:16]. (3) The product is: [CH3:10][CH:11]([CH3:29])[CH2:12][CH2:13][NH:14][C:15]([C:17]1[N:18]=[N:19][C:20]([N:23]2[CH2:28][CH2:27][N:26]([C:5](=[O:6])[CH2:4][CH2:3][C:2]([F:9])([F:8])[F:1])[CH2:25][CH2:24]2)=[CH:21][CH:22]=1)=[O:16]. Given the reactants [F:1][C:2]([F:9])([F:8])[CH2:3][CH2:4][C:5](O)=[O:6].[CH3:10][CH:11]([CH3:29])[CH2:12][CH2:13][NH:14][C:15]([C:17]1[N:18]=[N:19][C:20]([N:23]2[CH2:28][CH2:27][NH:26][CH2:25][CH2:24]2)=[CH:21][CH:22]=1)=[O:16], predict the reaction product. (4) Given the reactants N1C=CN=C1.[Si:6](Cl)([C:9]([CH3:12])([CH3:11])[CH3:10])([CH3:8])[CH3:7].[OH:14][C@H:15]1[CH2:23][N:22]2[C@H:17]([CH2:18][C:19](=[O:24])[CH2:20][CH2:21]2)[CH2:16]1.O, predict the reaction product. The product is: [Si:6]([O:14][C@H:15]1[CH2:23][N:22]2[C@H:17]([CH2:18][C:19](=[O:24])[CH2:20][CH2:21]2)[CH2:16]1)([C:9]([CH3:12])([CH3:11])[CH3:10])([CH3:8])[CH3:7]. (5) Given the reactants [CH3:1][C:2]1[CH:7]=[C:6]([NH:8][CH:9]([CH3:19])[CH2:10][NH:11]C(=O)OC(C)(C)C)[CH:5]=[C:4]([CH3:20])[N:3]=1.[ClH:21], predict the reaction product. The product is: [ClH:21].[CH3:1][C:2]1[CH:7]=[C:6]([NH:8][CH:9]([CH3:19])[CH2:10][NH2:11])[CH:5]=[C:4]([CH3:20])[N:3]=1. (6) Given the reactants [Br:1][C:2]1[C:6]2[S:7][C:8](C(O)=O)=[C:9]([CH:10]([CH2:20][CH2:21][CH2:22][CH2:23][CH2:24][CH2:25][CH3:26])[CH2:11][CH2:12][CH2:13][CH2:14][CH2:15][CH2:16][CH2:17][CH2:18][CH3:19])[C:5]=2[S:4][CH:3]=1.N1C2C(=CC=CC=2)C=CC=1.C(=O)=O, predict the reaction product. The product is: [Br:1][C:2]1[C:6]2[S:7][CH:8]=[C:9]([CH:10]([CH2:20][CH2:21][CH2:22][CH2:23][CH2:24][CH2:25][CH3:26])[CH2:11][CH2:12][CH2:13][CH2:14][CH2:15][CH2:16][CH2:17][CH2:18][CH3:19])[C:5]=2[S:4][CH:3]=1. (7) Given the reactants [I:1][C:2]1[CH:8]=[CH:7][C:5]([NH2:6])=[CH:4][C:3]=1[C:9]1[NH:13][C:12]2[C:14]3[C:19]([C:20]4[CH:21]=[CH:22][CH:23]=[CH:24][C:25]=4[C:11]=2[N:10]=1)=[CH:18][CH:17]=[CH:16][CH:15]=3.N([O-])=O.[Na+].[N-:30]=[N+:31]=[N-].[Na+], predict the reaction product. The product is: [N:6]([C:5]1[CH:7]=[CH:8][C:2]([I:1])=[C:3]([C:9]2[NH:10][C:11]3[C:25]4[C:20]([C:19]5[CH:18]=[CH:17][CH:16]=[CH:15][C:14]=5[C:12]=3[N:13]=2)=[CH:21][CH:22]=[CH:23][CH:24]=4)[CH:4]=1)=[N+:30]=[N-:31]. (8) Given the reactants C([NH:4][C:5]1[N:9]([CH2:10][C:11]([O:13]CC)=[O:12])[N:8]=[C:7]([C:16]2[CH:21]=[CH:20][C:19]([F:22])=[CH:18][CH:17]=2)[C:6]=1[C:23]#[C:24][C:25]1[CH:30]=[CH:29][CH:28]=[CH:27][CH:26]=1)(=O)C, predict the reaction product. The product is: [NH2:4][C:5]1[N:9]([CH2:10][C:11]([OH:13])=[O:12])[N:8]=[C:7]([C:16]2[CH:21]=[CH:20][C:19]([F:22])=[CH:18][CH:17]=2)[C:6]=1[C:23]#[C:24][C:25]1[CH:30]=[CH:29][CH:28]=[CH:27][CH:26]=1.